This data is from Catalyst prediction with 721,799 reactions and 888 catalyst types from USPTO. The task is: Predict which catalyst facilitates the given reaction. (1) Reactant: Cl[C:2]1[C:3]2[CH:10]=[C:9]([C:11]3[CH:16]=[CH:15][CH:14]=[CH:13][CH:12]=3)[S:8][C:4]=2[N:5]=[CH:6][N:7]=1.CCN(C(C)C)C(C)C.Cl.[NH2:27][CH2:28][CH2:29][CH2:30][CH2:31][CH2:32][C:33]([O:35][CH3:36])=[O:34].O. Product: [C:11]1([C:9]2[S:8][C:4]3[N:5]=[CH:6][N:7]=[C:2]([NH:27][CH2:28][CH2:29][CH2:30][CH2:31][CH2:32][C:33]([O:35][CH3:36])=[O:34])[C:3]=3[CH:10]=2)[CH:16]=[CH:15][CH:14]=[CH:13][CH:12]=1. The catalyst class is: 3. (2) Reactant: Br[C:2]1[CH2:6][CH2:5][CH2:4][C:3]=1[Br:7].[CH2:8]([O:15][C:16]1[CH:21]=[CH:20][C:19]([Cl:22])=[CH:18][C:17]=1B(O)O)[C:9]1[CH:14]=[CH:13][CH:12]=[CH:11][CH:10]=1.C(=O)([O-])[O-].[K+].[K+].C1(C)C=CC=CC=1.C(O)C. The catalyst class is: 280. Product: [Br:7][C:3]1[CH2:4][CH2:5][CH2:6][C:2]=1[C:17]1[CH:18]=[C:19]([Cl:22])[CH:20]=[CH:21][C:16]=1[O:15][CH2:8][C:9]1[CH:10]=[CH:11][CH:12]=[CH:13][CH:14]=1. (3) Reactant: [C:1]([O:5][C:6]([NH:8][C@@H:9]([C:13]([OH:16])([CH3:15])[CH3:14])[C:10]([OH:12])=O)=[O:7])([CH3:4])([CH3:3])[CH3:2].C1C=CC2N(O)N=NC=2C=1.C1CCC(N=C=NC2CCCCC2)CC1.[CH2:42]([O:49][NH2:50])[C:43]1[CH:48]=[CH:47][CH:46]=[CH:45][CH:44]=1. Product: [CH2:42]([O:49][NH:50][C:10](=[O:12])[C@@H:9]([NH:8][C:6](=[O:7])[O:5][C:1]([CH3:2])([CH3:3])[CH3:4])[C:13]([OH:16])([CH3:15])[CH3:14])[C:43]1[CH:48]=[CH:47][CH:46]=[CH:45][CH:44]=1. The catalyst class is: 134. (4) Reactant: C(OC([N:8]1[C:12]2=[N:13][CH:14]=[C:15]([O:17][CH2:18][C:19]3[CH:24]=[CH:23][CH:22]=[CH:21][CH:20]=3)[CH:16]=[C:11]2[CH:10]=[C:9]1[C:25]([OH:27])=[O:26])=O)(C)(C)C.S(=O)(=O)(O)O.[C:33](=O)(O)[O-].[Na+]. Product: [CH3:33][O:27][C:25]([C:9]1[NH:8][C:12]2=[N:13][CH:14]=[C:15]([O:17][CH2:18][C:19]3[CH:20]=[CH:21][CH:22]=[CH:23][CH:24]=3)[CH:16]=[C:11]2[CH:10]=1)=[O:26]. The catalyst class is: 5. (5) Reactant: FC(F)(F)S(O[CH2:7][C:8]([C:11]1[CH:16]=[CH:15][C:14]([Cl:17])=[CH:13][N:12]=1)([F:10])[F:9])(=O)=O.[NH:20]1[CH2:25][CH2:24][CH:23]([NH:26][C:27](=[O:33])[O:28][C:29]([CH3:32])([CH3:31])[CH3:30])[CH2:22][CH2:21]1.CCN(C(C)C)C(C)C. Product: [Cl:17][C:14]1[CH:15]=[CH:16][C:11]([C:8]([F:10])([F:9])[CH2:7][N:20]2[CH2:21][CH2:22][CH:23]([NH:26][C:27](=[O:33])[O:28][C:29]([CH3:31])([CH3:30])[CH3:32])[CH2:24][CH2:25]2)=[N:12][CH:13]=1. The catalyst class is: 2. (6) Reactant: [Cl:1][C:2]1[N:10]=[C:9]([CH3:11])[CH:8]=[CH:7][C:3]=1[C:4]([OH:6])=[O:5].[C:12](Cl)(=O)C(Cl)=O. Product: [Cl:1][C:2]1[N:10]=[C:9]([CH3:11])[CH:8]=[CH:7][C:3]=1[C:4]([O:6][CH3:12])=[O:5]. The catalyst class is: 2.